From a dataset of HIV replication inhibition screening data with 41,000+ compounds from the AIDS Antiviral Screen. Binary Classification. Given a drug SMILES string, predict its activity (active/inactive) in a high-throughput screening assay against a specified biological target. (1) The molecule is COCC=CC1(O)CCCCC1CC(OC)OC. The result is 0 (inactive). (2) The compound is Cn1c(=O)cc(CC(=O)O)c2ccccc21. The result is 0 (inactive). (3) The drug is NC(=O)c1ccccc1NC(=O)C(=O)Cc1nc2ccccc2nc1O. The result is 0 (inactive). (4) The drug is CC(=O)Nc1ccc(C(=O)NN2C(=O)C(Cl)C2c2cc(Br)ccc2O)cc1. The result is 0 (inactive). (5) The result is 0 (inactive). The molecule is O=C(O)CCCCCSCCCCCCSCCCCCC(=O)O. (6) The molecule is CCn1c2ccccc2c2cc(NC(=O)c3c(C)nc(O)nc3NCCNCCO)ccc21.Cl. The result is 0 (inactive). (7) The compound is COc1cc2cc[n+](C)c(Cc3ccc(Oc4cc(Cc5c6cc(OC)c(OC)cc6cc[n+]5C)ccc4OC)cc3)c2cc1OC. The result is 0 (inactive). (8) The result is 0 (inactive). The drug is CCOC(=O)c1c(-c2ccc(O)c(OC)c2)c(C#N)c(=S)n(C2OC(CO)C(O)C(O)C2O)c1-c1ccccc1.